This data is from Aqueous solubility values for 9,982 compounds from the AqSolDB database. The task is: Regression/Classification. Given a drug SMILES string, predict its absorption, distribution, metabolism, or excretion properties. Task type varies by dataset: regression for continuous measurements (e.g., permeability, clearance, half-life) or binary classification for categorical outcomes (e.g., BBB penetration, CYP inhibition). For this dataset (solubility_aqsoldb), we predict Y. (1) The drug is CCCCOC(=O)n1cnc2c1c(=O)n(C)c(=O)n2C. The Y is -1.93 log mol/L. (2) The drug is [Cr].[F].[F].[F]. The Y is -0.338 log mol/L. (3) The drug is O=C(O)c1c(Cl)ccc2ccccc12. The Y is -2.32 log mol/L. (4) The drug is C/C(=C\N=O)NO. The Y is -0.346 log mol/L. (5) The molecule is CC(C)OC(=O)Nc1ccccc1. The Y is -3.00 log mol/L.